Dataset: Catalyst prediction with 721,799 reactions and 888 catalyst types from USPTO. Task: Predict which catalyst facilitates the given reaction. (1) Reactant: C([O:5][C:6]([N:8]1[CH2:13][CH2:12][N:11]([C:14]([CH:16]2[C:18]3([CH2:23][CH2:22][N:21]([CH:24]4[CH2:29][CH2:28][O:27][CH2:26][CH2:25]4)[CH2:20][CH2:19]3)[CH2:17]2)=[O:15])[CH2:10][CH2:9]1)=[O:7])(C)(C)C.[C:30](O)([C:32]([F:35])([F:34])[F:33])=O. Product: [F:33][C:32]([CH:30]([C:32]([F:35])([F:34])[F:33])[C:6]([OH:5])=[O:7])([F:35])[F:34].[N:11]1([C:14]([CH:16]2[C:18]3([CH2:19][CH2:20][N:21]([CH:24]4[CH2:29][CH2:28][O:27][CH2:26][CH2:25]4)[CH2:22][CH2:23]3)[CH2:17]2)=[O:15])[CH2:12][CH2:13][NH:8][CH2:9][CH2:10]1. The catalyst class is: 2. (2) Reactant: Cl[C:2]1[N:7]=[C:6]([C:8]2[CH:13]=[CH:12][CH:11]=[CH:10][CH:9]=2)[N:5]=[C:4]([C:14]([NH:16][C:17]2[CH:22]=[CH:21][CH:20]=[CH:19][C:18]=2[C:23]2[S:24][C:25]([CH2:28][CH2:29][CH3:30])=[N:26][N:27]=2)=[O:15])[CH:3]=1.[CH3:31][N:32]([CH3:36])[CH2:33][CH2:34][NH2:35]. Product: [CH3:31][N:32]([CH3:36])[CH2:33][CH2:34][NH:35][C:2]1[N:7]=[C:6]([C:8]2[CH:13]=[CH:12][CH:11]=[CH:10][CH:9]=2)[N:5]=[C:4]([C:14]([NH:16][C:17]2[CH:22]=[CH:21][CH:20]=[CH:19][C:18]=2[C:23]2[S:24][C:25]([CH2:28][CH2:29][CH3:30])=[N:26][N:27]=2)=[O:15])[CH:3]=1. The catalyst class is: 20.